Task: Predict the reaction yield, written as a fraction of the theoretical maximum amount of product (1.0 means a 100% yield; for example, 0.34 means a 34% yield).. Dataset: Reaction yield outcomes from USPTO patents with 853,638 reactions The product is [CH3:1][O:2][C:3]1[C:8]2[O:9][CH2:10][O:11][C:7]=2[CH:6]=[C:5]([CH2:12][OH:13])[CH:4]=1. The catalyst is C1COCC1. The reactants are [CH3:1][O:2][C:3]1[C:8]2[O:9][CH2:10][O:11][C:7]=2[CH:6]=[C:5]([C:12](OC)=[O:13])[CH:4]=1.[H-].[H-].[H-].[H-].[Li+].[Al+3].O.[OH-].[Na+]. The yield is 0.520.